This data is from Full USPTO retrosynthesis dataset with 1.9M reactions from patents (1976-2016). The task is: Predict the reactants needed to synthesize the given product. (1) Given the product [F:32][C:33]1[C:38]([F:39])=[CH:37][CH:36]=[CH:35][C:34]=1[C:2]1[CH:31]=[CH:30][C:5]([C:6]([NH:8][C:9]2[CH:14]=[CH:13][C:12]([O:15][C:16]([F:19])([F:18])[F:17])=[C:11]([NH:20][C:21](=[O:29])[CH2:22][N:23]3[CH2:28][CH2:27][O:26][CH2:25][CH2:24]3)[CH:10]=2)=[O:7])=[CH:4][N:3]=1, predict the reactants needed to synthesize it. The reactants are: Cl[C:2]1[CH:31]=[CH:30][C:5]([C:6]([NH:8][C:9]2[CH:14]=[CH:13][C:12]([O:15][C:16]([F:19])([F:18])[F:17])=[C:11]([NH:20][C:21](=[O:29])[CH2:22][N:23]3[CH2:28][CH2:27][O:26][CH2:25][CH2:24]3)[CH:10]=2)=[O:7])=[CH:4][N:3]=1.[F:32][C:33]1[C:38]([F:39])=[CH:37][CH:36]=[CH:35][C:34]=1B(O)O.C(=O)([O-])[O-].[K+].[K+]. (2) The reactants are: [NH4+:1].[OH-].[C:3]([C:5]1[CH:6]=[C:7]([S:11](Cl)(=[O:13])=[O:12])[CH:8]=[CH:9][CH:10]=1)#[N:4]. Given the product [C:3]([C:5]1[CH:6]=[C:7]([S:11]([NH2:1])(=[O:13])=[O:12])[CH:8]=[CH:9][CH:10]=1)#[N:4], predict the reactants needed to synthesize it.